Task: Predict the product of the given reaction.. Dataset: Forward reaction prediction with 1.9M reactions from USPTO patents (1976-2016) (1) Given the reactants [NH:1]1[C:9]2[C:4](=[CH:5][CH:6]=[CH:7][CH:8]=2)[CH2:3][CH2:2]1.[C:10]([O:14][C:15]([N:17]1[CH2:22][CH2:21][C:20]([NH:26][C:27]([O:29][C:30]([CH3:33])([CH3:32])[CH3:31])=[O:28])([C:23](O)=[O:24])[CH2:19][CH2:18]1)=[O:16])([CH3:13])([CH3:12])[CH3:11].CN(C(ON1N=NC2C=CC=NC1=2)=[N+](C)C)C.F[P-](F)(F)(F)(F)F.CCN(C(C)C)C(C)C, predict the reaction product. The product is: [C:10]([O:14][C:15]([N:17]1[CH2:22][CH2:21][C:20]([NH:26][C:27]([O:29][C:30]([CH3:33])([CH3:32])[CH3:31])=[O:28])([C:23]([N:1]2[C:9]3[C:4](=[CH:5][CH:6]=[CH:7][CH:8]=3)[CH2:3][CH2:2]2)=[O:24])[CH2:19][CH2:18]1)=[O:16])([CH3:13])([CH3:12])[CH3:11]. (2) Given the reactants Br[C:2]1[CH:7]=[CH:6][C:5]([C:8]2[CH:9]=[N:10][C:11]([NH2:14])=[N:12][CH:13]=2)=[CH:4][CH:3]=1.C(=O)([O-])[O-].[Cs+].[Cs+].[NH:21]1[CH2:26][CH2:25][NH:24][CH2:23][CH2:22]1.C1(C2C=CC=CC=2)C=CC=CC=1, predict the reaction product. The product is: [N:21]1([C:2]2[CH:7]=[CH:6][C:5]([C:8]3[CH:9]=[N:10][C:11]([NH2:14])=[N:12][CH:13]=3)=[CH:4][CH:3]=2)[CH2:26][CH2:25][NH:24][CH2:23][CH2:22]1. (3) Given the reactants [NH2:1][C:2]1[CH:3]=[C:4]2[C:9](=[CH:10][CH:11]=1)[N:8]=[CH:7][C:6]([C:12]#[N:13])=[C:5]2[NH:14][C:15]1[CH:20]=[CH:19][C:18]([F:21])=[C:17]([Cl:22])[CH:16]=1.[CH3:23][C:24]1[N:25]=[CH:26][NH:27][C:28]=1[CH:29]=O.[BH3-]C#N.[Na+], predict the reaction product. The product is: [Cl:22][C:17]1[CH:16]=[C:15]([NH:14][C:5]2[C:4]3[C:9](=[CH:10][CH:11]=[C:2]([NH:1][CH2:23][C:24]4[NH:25][CH:26]=[N:27][C:28]=4[CH3:29])[CH:3]=3)[N:8]=[CH:7][C:6]=2[C:12]#[N:13])[CH:20]=[CH:19][C:18]=1[F:21]. (4) Given the reactants [C:1]1([CH:7]([C:19]2[CH:24]=[CH:23][CH:22]=[CH:21][CH:20]=2)[N:8]2[CH:13]=[CH:12][C:11]([C:14]([O:16]C)=[O:15])=[CH:10][C:9]2=[O:18])[CH:6]=[CH:5][CH:4]=[CH:3][CH:2]=1.[OH-].[Na+], predict the reaction product. The product is: [C:19]1([CH:7]([C:1]2[CH:6]=[CH:5][CH:4]=[CH:3][CH:2]=2)[N:8]2[CH:13]=[CH:12][C:11]([C:14]([OH:16])=[O:15])=[CH:10][C:9]2=[O:18])[CH:20]=[CH:21][CH:22]=[CH:23][CH:24]=1. (5) Given the reactants [CH2:1]([N:3]1[CH:7]=[C:6]([CH3:8])[C:5]([C:9]([OH:11])=O)=[N:4]1)[CH3:2].O1CCCC1.C(Cl)(=O)C(Cl)=O.[NH2:23][C:24]1[CH:25]=[C:26]([CH:43]=[CH:44][CH:45]=1)[O:27][C:28]1[CH:29]=[CH:30][C:31]2[N:32]([N:34]=[C:35]([NH:37][C:38]([CH:40]3[CH2:42][CH2:41]3)=[O:39])[N:36]=2)[CH:33]=1, predict the reaction product. The product is: [CH:40]1([C:38]([NH:37][C:35]2[N:36]=[C:31]3[CH:30]=[CH:29][C:28]([O:27][C:26]4[CH:25]=[C:24]([NH:23][C:9]([C:5]5[C:6]([CH3:8])=[CH:7][N:3]([CH2:1][CH3:2])[N:4]=5)=[O:11])[CH:45]=[CH:44][CH:43]=4)=[CH:33][N:32]3[N:34]=2)=[O:39])[CH2:41][CH2:42]1.